This data is from Peptide-MHC class I binding affinity with 185,985 pairs from IEDB/IMGT. The task is: Regression. Given a peptide amino acid sequence and an MHC pseudo amino acid sequence, predict their binding affinity value. This is MHC class I binding data. (1) The peptide sequence is NHINVELSQ. The MHC is HLA-B38:01 with pseudo-sequence HLA-B38:01. The binding affinity (normalized) is 0.0219. (2) The peptide sequence is FIKDYRYTY. The MHC is HLA-B58:01 with pseudo-sequence HLA-B58:01. The binding affinity (normalized) is 0.0847. (3) The peptide sequence is VVAANRSAF. The MHC is HLA-B07:02 with pseudo-sequence HLA-B07:02. The binding affinity (normalized) is 0.738.